Dataset: Full USPTO retrosynthesis dataset with 1.9M reactions from patents (1976-2016). Task: Predict the reactants needed to synthesize the given product. (1) Given the product [ClH:3].[NH:19]1[CH2:20][CH2:21][CH:16]([C:13]2[CH:14]=[CH:15][C:10]([C:8]([O:7][CH2:5][CH3:6])=[O:9])=[CH:11][CH:12]=2)[CH2:17][CH2:18]1, predict the reactants needed to synthesize it. The reactants are: S(Cl)([Cl:3])=O.[CH2:5]([O:7][C:8]([C:10]1[CH:15]=[CH:14][C:13]([CH:16]2[CH2:21][CH2:20][N:19](C(OC(C)(C)C)=O)[CH2:18][CH2:17]2)=[CH:12][CH:11]=1)=[O:9])[CH3:6]. (2) Given the product [CH3:1][O:2][C:3]([C:4]1[CH:5]=[C:6]2[C:7](=[CH:8][CH:9]=1)[NH:10][CH:11]([C:12]1[CH:17]=[CH:16][CH:15]=[C:14]([O:18][CH3:19])[CH:13]=1)[C:48]([CH3:50])([CH3:49])[CH:47]2[OH:51])=[O:20], predict the reactants needed to synthesize it. The reactants are: [CH3:1][O:2][C:3](=[O:20])[C:4]1[CH:9]=[CH:8][C:7]([N:10]=[CH:11][C:12]2[CH:17]=[CH:16][CH:15]=[C:14]([O:18][CH3:19])[CH:13]=2)=[CH:6][CH:5]=1.O.[O-]S(C(F)(F)F)(=O)=O.[Yb+3].[O-]S(C(F)(F)F)(=O)=O.[O-]S(C(F)(F)F)(=O)=O.[CH:47](=[O:51])[CH:48]([CH3:50])[CH3:49].O. (3) Given the product [CH:18]1([C:21]2[CH:22]=[C:23]([CH3:33])[C:24]([N:27]3[CH2:28][CH2:29][N:30]([C:13]([C:12]4[CH:11]=[CH:10][C:9]([CH2:8][N:3]5[C@@H:2]([CH3:1])[CH2:6][O:5][C:4]5=[O:7])=[CH:17][CH:16]=4)=[O:15])[CH2:31][CH2:32]3)=[N:25][CH:26]=2)[CH2:20][CH2:19]1, predict the reactants needed to synthesize it. The reactants are: [CH3:1][C@H:2]1[CH2:6][O:5][C:4](=[O:7])[N:3]1[CH2:8][C:9]1[CH:17]=[CH:16][C:12]([C:13]([OH:15])=O)=[CH:11][CH:10]=1.[CH:18]1([C:21]2[CH:22]=[C:23]([CH3:33])[C:24]([N:27]3[CH2:32][CH2:31][NH:30][CH2:29][CH2:28]3)=[N:25][CH:26]=2)[CH2:20][CH2:19]1. (4) Given the product [CH3:1][O:2][C:3]1[CH:4]=[CH:5][C:6]2[CH2:7][CH2:8][C:9]([CH3:15])([CH3:14])[C:10](=[O:13])[NH:17][C:11]=2[CH:12]=1, predict the reactants needed to synthesize it. The reactants are: [CH3:1][O:2][C:3]1[CH:12]=[C:11]2[C:6]([CH2:7][CH2:8][C:9]([CH3:15])([CH3:14])[C:10]2=[O:13])=[CH:5][CH:4]=1.Cl.[NH2:17]O.